Task: Predict the reactants needed to synthesize the given product.. Dataset: Full USPTO retrosynthesis dataset with 1.9M reactions from patents (1976-2016) (1) Given the product [Cl:13][C:14]1[CH:15]=[C:16]([CH:17]2[N:26]3[N:25]=[C:24]([CH3:23])[CH:28]=[C:27]3[NH:29][C:10]([CH3:11])=[C:9]2[S:6]([N:1]2[CH2:5][CH2:4][CH2:3][CH2:2]2)(=[O:8])=[O:7])[CH:19]=[CH:20][C:21]=1[Cl:22], predict the reactants needed to synthesize it. The reactants are: [N:1]1([S:6]([CH2:9][C:10](=O)[CH3:11])(=[O:8])=[O:7])[CH2:5][CH2:4][CH2:3][CH2:2]1.[Cl:13][C:14]1[CH:15]=[C:16]([CH:19]=[CH:20][C:21]=1[Cl:22])[CH:17]=O.[CH3:23][C:24]1[CH:28]=[C:27]([NH2:29])[NH:26][N:25]=1. (2) Given the product [Br:1][C:2]1[CH:11]=[C:10]2[C:5]([C:6]([NH:15][CH2:16][CH2:17][CH2:18][O:19][CH:20]([CH3:22])[CH3:21])=[C:7]([NH2:12])[CH:8]=[N:9]2)=[CH:4][CH:3]=1, predict the reactants needed to synthesize it. The reactants are: [Br:1][C:2]1[CH:11]=[C:10]2[C:5]([C:6]([NH:15][CH2:16][CH2:17][CH2:18][O:19][CH:20]([CH3:22])[CH3:21])=[C:7]([N+:12]([O-])=O)[CH:8]=[N:9]2)=[CH:4][CH:3]=1.